Dataset: Full USPTO retrosynthesis dataset with 1.9M reactions from patents (1976-2016). Task: Predict the reactants needed to synthesize the given product. The reactants are: Br[CH2:2][CH2:3][CH2:4][CH2:5][CH2:6][CH2:7][O:8][CH2:9][C:10]1([CH3:14])[CH2:13][O:12][CH2:11]1.[OH:15][C:16]1[CH:24]=[CH:23][C:19]([C:20]([OH:22])=[O:21])=[CH:18][CH:17]=1.C(=O)([O-])[O-].[K+].[K+].CN(C)C=O. Given the product [CH3:14][C:10]1([CH2:9][O:8][CH2:7][CH2:6][CH2:5][CH2:4][CH2:3][CH2:2][O:15][C:16]2[CH:24]=[CH:23][C:19]([C:20]([OH:22])=[O:21])=[CH:18][CH:17]=2)[CH2:13][O:12][CH2:11]1, predict the reactants needed to synthesize it.